Dataset: Forward reaction prediction with 1.9M reactions from USPTO patents (1976-2016). Task: Predict the product of the given reaction. (1) Given the reactants [CH2:1]([O:3][C:4](=[O:39])[CH2:5][C:6]1[CH:7]=[C:8]([C:14]2[CH:19]=[CH:18][C:17]([C:20]([F:23])([F:22])[F:21])=[CH:16][C:15]=2[CH2:24][N:25]([CH2:37][CH3:38])[C:26](=[N:34][C:35]#[N:36])OC2C=CC=CC=2)[C:9]([O:12][CH3:13])=[CH:10][CH:11]=1)[CH3:2].[CH2:40]([NH2:47])[C:41]1[CH:46]=[CH:45][CH:44]=[CH:43][CH:42]=1, predict the reaction product. The product is: [CH2:1]([O:3][C:4](=[O:39])[CH2:5][C:6]1[CH:7]=[C:8]([C:14]2[CH:19]=[CH:18][C:17]([C:20]([F:23])([F:22])[F:21])=[CH:16][C:15]=2[CH2:24][N:25]([CH2:37][CH3:38])[C:26]([NH:34][C:35]#[N:36])=[N:47][CH2:40][C:41]2[CH:46]=[CH:45][CH:44]=[CH:43][CH:42]=2)[C:9]([O:12][CH3:13])=[CH:10][CH:11]=1)[CH3:2]. (2) Given the reactants [CH2:1]([CH:3]([CH2:6][CH2:7][CH2:8][CH3:9])[CH2:4][OH:5])[CH3:2].CO[C:12]([CH:14]1[CH2:19][CH2:18][CH:17]([C:20]([O:22][CH3:23])=[O:21])[CH2:16][CH2:15]1)=[O:13], predict the reaction product. The product is: [CH2:1]([CH:3]([CH2:6][CH2:7][CH2:8][CH3:9])[CH2:4][O:5][C:12]([CH:14]1[CH2:15][CH2:16][CH:17]([C:20]([O:22][CH2:23][CH:3]([CH2:1][CH3:2])[CH2:6][CH2:7][CH2:8][CH3:9])=[O:21])[CH2:18][CH2:19]1)=[O:13])[CH3:2]. (3) Given the reactants N(OC(C)(C)C)=O.N[C:9]1[C:16]([Cl:17])=[CH:15][C:12]([C:13]#[N:14])=[CH:11][N:10]=1.[ClH:18], predict the reaction product. The product is: [Cl:17][C:16]1[C:9]([Cl:18])=[N:10][CH:11]=[C:12]([CH:15]=1)[C:13]#[N:14]. (4) Given the reactants [F:1][C:2]1[C:3]([CH2:24][N:25](C)[C:26](=O)OC(C)(C)C)=[CH:4][N:5]([S:14]([C:17]2[C:22]([CH3:23])=[CH:21][CH:20]=[CH:19][N:18]=2)(=[O:16])=[O:15])[C:6]=1[C:7]1[C:8]([F:13])=[N:9][CH:10]=[CH:11][CH:12]=1.C(OCC)(=O)C.Cl, predict the reaction product. The product is: [F:1][C:2]1[C:3]([CH2:24][NH:25][CH3:26])=[CH:4][N:5]([S:14]([C:17]2[C:22]([CH3:23])=[CH:21][CH:20]=[CH:19][N:18]=2)(=[O:16])=[O:15])[C:6]=1[C:7]1[C:8]([F:13])=[N:9][CH:10]=[CH:11][CH:12]=1. (5) The product is: [C:3]([C:7]1[CH:12]=[CH:11][C:10]([C:13]#[CH:14])=[C:9]([C:19]#[CH:20])[CH:8]=1)([CH3:6])([CH3:5])[CH3:4]. Given the reactants [OH-].[Na+].[C:3]([C:7]1[CH:12]=[CH:11][C:10]([C:13]#[C:14][Si](C)(C)C)=[C:9]([C:19]#[C:20][Si](C)(C)C)[CH:8]=1)([CH3:6])([CH3:5])[CH3:4], predict the reaction product. (6) The product is: [C:30]12([C:40]([O:42][CH:43]([C:51]([F:54])([F:52])[F:53])[C:44]([F:49])([F:50])[S:45]([O-:48])(=[O:46])=[O:47])=[O:41])[CH2:31][CH:32]3[CH2:38][CH:36]([CH2:35][CH:34]([CH2:33]3)[CH2:39]1)[CH2:37]2.[F:1][C:2]([F:15])([F:16])[CH2:3][O:4][C:5]1[C:14]2[C:9](=[CH:10][CH:11]=[CH:12][CH:13]=2)[C:8]([S+:21]2[CH2:17][CH2:18][CH2:19][CH2:20]2)=[CH:7][CH:6]=1. Given the reactants [F:1][C:2]([F:16])([F:15])[CH2:3][O:4][C:5]1[C:14]2[C:9](=[CH:10][CH:11]=[CH:12][CH:13]=2)[CH:8]=[CH:7][CH:6]=1.[CH2:17]1[S:21](=O)[CH2:20][CH2:19][CH2:18]1.C(OC(C)C)(C)C.[C:30]12([C:40]([O:42][CH:43]([C:51]([F:54])([F:53])[F:52])[C:44]([F:50])([F:49])[S:45]([O-:48])(=[O:47])=[O:46])=[O:41])[CH2:39][CH:34]3[CH2:35][CH:36]([CH2:38][CH:32]([CH2:33]3)[CH2:31]1)[CH2:37]2.C([N+](C)(C)C)C1C=CC=CC=1, predict the reaction product. (7) Given the reactants [Cl:1][C:2]1[CH:3]=[CH:4][C:5]([N:10]2[CH2:20][CH2:19][C:13]3[N:14]=[CH:15][N:16]=[C:17](Cl)[C:12]=3[CH2:11]2)=[C:6]([CH:9]=1)[C:7]#[N:8].[NH2:21][C@@H:22]([C:25]1[CH:26]=[N:27][C:28]([O:31][CH3:32])=[CH:29][CH:30]=1)[CH2:23][OH:24].C(N(CC)C(C)C)(C)C, predict the reaction product. The product is: [Cl:1][C:2]1[CH:3]=[CH:4][C:5]([N:10]2[CH2:20][CH2:19][C:13]3[N:14]=[CH:15][N:16]=[C:17]([NH:21][C@@H:22]([C:25]4[CH:26]=[N:27][C:28]([O:31][CH3:32])=[CH:29][CH:30]=4)[CH2:23][OH:24])[C:12]=3[CH2:11]2)=[C:6]([CH:9]=1)[C:7]#[N:8]. (8) The product is: [F:1][C:2]([F:7])([F:6])[C:3]([OH:5])=[O:4].[Cl:32][C:28]1[C:27]([F:33])=[C:26]([C@@H:25]2[C@:24]([C:36]3[CH:41]=[CH:40][C:39]([Cl:42])=[CH:38][C:37]=3[F:43])([C:34]#[N:35])[C@H:23]([CH2:44][C:45]([CH3:48])([CH3:47])[CH3:46])[NH:22][C@H:21]2[C:19]([NH:18][C@@H:11]([CH2:12][C:13]2[N:14]=[CH:15][S:16][CH:17]=2)[C:10]([OH:49])=[O:9])=[O:20])[CH:31]=[CH:30][CH:29]=1. Given the reactants [F:1][C:2]([F:7])([F:6])[C:3]([OH:5])=[O:4].C[O:9][C:10](=[O:49])[C@@H:11]([NH:18][C:19]([C@H:21]1[C@H:25]([C:26]2[CH:31]=[CH:30][CH:29]=[C:28]([Cl:32])[C:27]=2[F:33])[C@:24]([C:36]2[CH:41]=[CH:40][C:39]([Cl:42])=[CH:38][C:37]=2[F:43])([C:34]#[N:35])[C@H:23]([CH2:44][C:45]([CH3:48])([CH3:47])[CH3:46])[NH:22]1)=[O:20])[CH2:12][C:13]1[N:14]=[CH:15][S:16][CH:17]=1.[Li+].[OH-], predict the reaction product. (9) Given the reactants [CH2:1]([O:8][C:9]1[CH:14]=[CH:13][C:12](Br)=[CH:11][CH:10]=1)[C:2]1[CH:7]=[CH:6][CH:5]=[CH:4][CH:3]=1.[CH3:16][O:17][C:18]([C:20]1[S:21][C:22]([Sn](CCCC)(CCCC)CCCC)=[CH:23][CH:24]=1)=[O:19], predict the reaction product. The product is: [CH3:16][O:17][C:18]([C:20]1[S:21][C:22]([C:12]2[CH:13]=[CH:14][C:9]([O:8][CH2:1][C:2]3[CH:7]=[CH:6][CH:5]=[CH:4][CH:3]=3)=[CH:10][CH:11]=2)=[CH:23][CH:24]=1)=[O:19].